From a dataset of Catalyst prediction with 721,799 reactions and 888 catalyst types from USPTO. Predict which catalyst facilitates the given reaction. (1) Reactant: [CH2:1]([C:5]1[CH:10]=[CH:9][C:8]([C:11]2[O:15][N:14]=[C:13]([C:16]3[CH:21]=[CH:20][C:19]([C@H:22]4[CH2:33][CH2:32][C:24]5([NH:28][C:27](=O)[N:26](C)[C:25]5=[O:31])[CH2:23]4)=[CH:18][CH:17]=3)[N:12]=2)=[CH:7][CH:6]=1)[CH:2]([CH3:4])[CH3:3].[OH-].[Na+]. Product: [NH2:28][C:24]1([C:25]([NH:26][CH3:27])=[O:31])[CH2:32][CH2:33][C@H:22]([C:19]2[CH:20]=[CH:21][C:16]([C:13]3[N:12]=[C:11]([C:8]4[CH:7]=[CH:6][C:5]([CH2:1][CH:2]([CH3:4])[CH3:3])=[CH:10][CH:9]=4)[O:15][N:14]=3)=[CH:17][CH:18]=2)[CH2:23]1. The catalyst class is: 12. (2) Reactant: [C:1]([C:5]1[N:10]=[C:9]([N:11]2[CH2:16][CH2:15][N:14]([CH2:17][CH2:18][CH2:19][CH2:20][NH2:21])[CH2:13][CH2:12]2)[CH:8]=[C:7]([C:22]([F:25])([F:24])[F:23])[N:6]=1)([CH3:4])([CH3:3])[CH3:2].C1N=CN([C:31](N2C=NC=C2)=[O:32])C=1.[Cl:38][C:39]1[C:44]([Cl:45])=[CH:43][CH:42]=[CH:41][C:40]=1[N:46]1[CH2:51][CH2:50][NH:49][CH2:48][CH2:47]1. Product: [C:1]([C:5]1[N:10]=[C:9]([N:11]2[CH2:16][CH2:15][N:14]([CH2:17][CH2:18][CH2:19][CH2:20][NH:21][C:31]([N:49]3[CH2:50][CH2:51][N:46]([C:40]4[CH:41]=[CH:42][CH:43]=[C:44]([Cl:45])[C:39]=4[Cl:38])[CH2:47][CH2:48]3)=[O:32])[CH2:13][CH2:12]2)[CH:8]=[C:7]([C:22]([F:24])([F:25])[F:23])[N:6]=1)([CH3:4])([CH3:2])[CH3:3]. The catalyst class is: 147.